From a dataset of Peptide-MHC class II binding affinity with 134,281 pairs from IEDB. Regression. Given a peptide amino acid sequence and an MHC pseudo amino acid sequence, predict their binding affinity value. This is MHC class II binding data. (1) The peptide sequence is GKKKYKLKHIVWASREL. The MHC is HLA-DQA10101-DQB10501 with pseudo-sequence HLA-DQA10101-DQB10501. The binding affinity (normalized) is 0.178. (2) The peptide sequence is SGREVIDAMCHATLT. The MHC is DRB3_0301 with pseudo-sequence DRB3_0301. The binding affinity (normalized) is 0.376. (3) The peptide sequence is TEALRVIAGALEVHA. The MHC is HLA-DPA10201-DPB11401 with pseudo-sequence HLA-DPA10201-DPB11401. The binding affinity (normalized) is 0.633. (4) The peptide sequence is SLILPGIKAQQSKLA. The MHC is DRB1_0701 with pseudo-sequence DRB1_0701. The binding affinity (normalized) is 0.644.